From a dataset of Reaction yield outcomes from USPTO patents with 853,638 reactions. Predict the reaction yield, written as a fraction of the theoretical maximum amount of product (1.0 means a 100% yield; for example, 0.34 means a 34% yield). (1) The reactants are [CH2:1]([O:8][C:9]1[CH:14]=[CH:13][C:12]([N:15]2[C:19]([CH3:20])=[CH:18][CH:17]=[C:16]2[C:21]2[CH:26]=[CH:25][C:24]([OH:27])=[CH:23][CH:22]=2)=[CH:11][CH:10]=1)[CH2:2][CH2:3][CH2:4][CH2:5][CH2:6][CH3:7].O[C@@H:29]([CH2:35][C:36]1[CH:41]=[CH:40][CH:39]=[CH:38][CH:37]=1)[C:30]([O:32][CH2:33][CH3:34])=[O:31].C1(P(C2C=CC=CC=2)C2C=CC=CC=2)C=CC=CC=1.N(C(N1CCCCC1)=O)=NC(N1CCCCC1)=O. The catalyst is C1(C)C=CC=CC=1.O. The product is [CH2:1]([O:8][C:9]1[CH:14]=[CH:13][C:12]([N:15]2[C:19]([CH3:20])=[CH:18][CH:17]=[C:16]2[C:21]2[CH:22]=[CH:23][C:24]([O:27][C@H:29]([CH2:35][C:36]3[CH:37]=[CH:38][CH:39]=[CH:40][CH:41]=3)[C:30]([O:32][CH2:33][CH3:34])=[O:31])=[CH:25][CH:26]=2)=[CH:11][CH:10]=1)[CH2:2][CH2:3][CH2:4][CH2:5][CH2:6][CH3:7]. The yield is 0.252. (2) The product is [OH:44][C@@H:31]1[C@H:32]([OH:40])[C@@H:33]([O:38][CH3:39])[C:34]([CH3:36])([CH3:37])[O:35][C@H:30]1[O:29][C:3]1[C:2]([CH3:1])=[C:7]2[C:6]([CH:12]=[C:11]([NH:14][C:15]([C:17]3[CH:22]=[C:21]([C:23]4[CH:24]=[CH:25][CH:27]=[CH:49][CH:54]=4)[C:20]([O:64][CH3:63])=[CH:19][CH:18]=3)=[O:16])[C:9](=[O:10])[O:8]2)=[CH:5][CH:4]=1. The reactants are [CH3:1][C:2]1[C:7]2[O:8][C:9]([C:11]([NH:14][C:15]([C:17]3[CH:18]=[CH:19][C:20](O)=[C:21]([CH2:23][CH:24]=[C:25]([CH3:27])C)[CH:22]=3)=[O:16])=[C:12](O)[C:6]=2[CH:5]=[CH:4][C:3]=1[O:29][C@H:30]1[O:35][C:34]([CH3:37])([CH3:36])[C@H:33]([O:38][CH3:39])[C@@H:32]([O:40]C(N)=O)[C@@H:31]1[OH:44])=[O:10].N1[C:54]2[C:49](=CC=CC=2)C=CC=1.CC1C=CC=C2C=1[O:64][C:63](=O)C=C2.O1C2C(=CC=CC=2)C=CC1=O.C1(O)C=CC=CC=1.C(OC(=O)[O-])(C)(C)C. The yield is 0.460. No catalyst specified. (3) The yield is 0.970. The product is [Si:38]([O:27][C@@H:25]([CH3:26])[C@@H:11]([NH:10][C:4]1[CH:5]=[CH:6][C:7]([C:8]#[N:9])=[C:2]([Cl:1])[C:3]=1[CH3:28])[C:12]([NH:14][NH:15][C:16](=[O:24])[C:17]1[CH:22]=[CH:21][C:20]([I:23])=[CH:19][CH:18]=1)=[O:13])([C:35]([CH3:37])([CH3:36])[CH3:34])([CH3:40])[CH3:39]. The catalyst is CN(C=O)C. The reactants are [Cl:1][C:2]1[C:3]([CH3:28])=[C:4]([NH:10][C@H:11]([C@@H:25]([OH:27])[CH3:26])[C:12]([NH:14][NH:15][C:16](=[O:24])[C:17]2[CH:22]=[CH:21][C:20]([I:23])=[CH:19][CH:18]=2)=[O:13])[CH:5]=[CH:6][C:7]=1[C:8]#[N:9].N1C=CN=C1.[CH3:34][C:35]([Si:38](Cl)([CH3:40])[CH3:39])([CH3:37])[CH3:36]. (4) The reactants are [ClH:1].O1CCOCC1.[O:8]1[CH2:13][CH2:12][N:11]([CH2:14][CH2:15][NH:16][C:17]2[N:22]=[CH:21][C:20]([C:23]3[CH:28]=[CH:27][C:26]([NH:29]C(=O)OC(C)(C)C)=[CH:25][CH:24]=3)=[CH:19][CH:18]=2)[CH2:10][CH2:9]1. The catalyst is C(Cl)Cl. The product is [ClH:1].[NH2:29][C:26]1[CH:27]=[CH:28][C:23]([C:20]2[CH:19]=[CH:18][C:17]([NH:16][CH2:15][CH2:14][N:11]3[CH2:12][CH2:13][O:8][CH2:9][CH2:10]3)=[N:22][CH:21]=2)=[CH:24][CH:25]=1. The yield is 1.00.